This data is from Forward reaction prediction with 1.9M reactions from USPTO patents (1976-2016). The task is: Predict the product of the given reaction. (1) The product is: [N:1]1([CH:6]2[CH2:7][CH2:8][N:9]([S:12]([C:15]3[CH:16]=[CH:17][C:18]([CH2:21][NH:22][C:32]([C:24]4[O:23][C:27]5=[CH:28][N:29]=[CH:30][CH:31]=[C:26]5[CH:25]=4)=[O:33])=[N:19][CH:20]=3)(=[O:14])=[O:13])[CH2:10][CH2:11]2)[CH2:2][CH2:3][CH2:4][CH2:5]1. Given the reactants [N:1]1([CH:6]2[CH2:11][CH2:10][N:9]([S:12]([C:15]3[CH:16]=[CH:17][C:18]([CH2:21][NH2:22])=[N:19][CH:20]=3)(=[O:14])=[O:13])[CH2:8][CH2:7]2)[CH2:5][CH2:4][CH2:3][CH2:2]1.[O:23]1[C:27]2=[CH:28][N:29]=[CH:30][CH:31]=[C:26]2[CH:25]=[C:24]1[C:32](O)=[O:33].CCN=C=NCCCN(C)C.C1C=CC2N(O)N=NC=2C=1.C(N(CC)CC)C, predict the reaction product. (2) Given the reactants Cl[C:2]1[C:11]2[C:6](=[CH:7][CH:8]=[C:9]([CH3:12])[CH:10]=2)[N:5]=[C:4]([N:13]2[CH2:19][C:18]3[CH:20]=[CH:21][CH:22]=[CH:23][C:17]=3[S:16](=[O:25])(=[O:24])[CH2:15][CH2:14]2)[CH:3]=1.[O:26]1[CH2:29][CH:28]([NH2:30])[CH2:27]1, predict the reaction product. The product is: [O:24]=[S:16]1(=[O:25])[C:17]2[CH:23]=[CH:22][CH:21]=[CH:20][C:18]=2[CH2:19][N:13]([C:4]2[CH:3]=[C:2]([NH:30][CH:28]3[CH2:29][O:26][CH2:27]3)[C:11]3[C:6](=[CH:7][CH:8]=[C:9]([CH3:12])[CH:10]=3)[N:5]=2)[CH2:14][CH2:15]1. (3) Given the reactants C(Cl)(=O)C(Cl)=O.CS(C)=O.[O:11]1[C:20]2[CH:19]=[C:18]([CH2:21][OH:22])[N:17]=[CH:16][C:15]=2[O:14][CH2:13][CH2:12]1.C(N(CC)CC)C, predict the reaction product. The product is: [O:11]1[C:20]2[CH:19]=[C:18]([CH:21]=[O:22])[N:17]=[CH:16][C:15]=2[O:14][CH2:13][CH2:12]1. (4) Given the reactants CS([O:5][CH:6]1[CH2:9][N:8]([C:10]2[N:19]=[CH:18][C:17]([C:20]([F:23])([F:22])[F:21])=[CH:16][C:11]=2[C:12]([O:14]C)=[O:13])[CH2:7]1)(=O)=O.[F:24][C:25]1[CH:30]=[C:29]([F:31])[CH:28]=[CH:27][C:26]=1O, predict the reaction product. The product is: [F:24][C:25]1[CH:30]=[C:29]([F:31])[CH:28]=[CH:27][C:26]=1[O:5][CH:6]1[CH2:9][N:8]([C:10]2[N:19]=[CH:18][C:17]([C:20]([F:23])([F:22])[F:21])=[CH:16][C:11]=2[C:12]([OH:14])=[O:13])[CH2:7]1. (5) Given the reactants [NH2:1][C:2]1[CH:9]=[CH:8][C:5]([C:6]#[N:7])=[CH:4][CH:3]=1.C1C(=O)N([Br:17])C(=O)C1, predict the reaction product. The product is: [NH2:1][C:2]1[CH:9]=[CH:8][C:5]([C:6]#[N:7])=[CH:4][C:3]=1[Br:17].